This data is from Catalyst prediction with 721,799 reactions and 888 catalyst types from USPTO. The task is: Predict which catalyst facilitates the given reaction. The catalyst class is: 86. Product: [C:5]([C:19]1([NH:7][C:8]2[CH:17]=[CH:16][C:11]([C:12]([NH:14][CH3:15])=[O:13])=[C:10]([F:18])[CH:9]=2)[CH2:22][CH2:21][CH2:20]1)#[N:6]. Reactant: [Si]([C:5]#[N:6])(C)(C)C.[NH2:7][C:8]1[CH:17]=[CH:16][C:11]([C:12]([NH:14][CH3:15])=[O:13])=[C:10]([F:18])[CH:9]=1.[C:19]1(=O)[CH2:22][CH2:21][CH2:20]1.